This data is from Experimentally validated miRNA-target interactions with 360,000+ pairs, plus equal number of negative samples. The task is: Binary Classification. Given a miRNA mature sequence and a target amino acid sequence, predict their likelihood of interaction. (1) The miRNA is mmu-miR-30b-3p with sequence CUGGGAUGUGGAUGUUUACGUC. The protein sequence of the target gene is MTQDRPLLAVQEALKKCFPVVEEQQGLWQSALRDCQPLLSSLSNLAEQLQAAQNLRFEDVPALRAFPDLKERLRRKQLVAGDIVLDKLGERLAILLKVRDMVSSHVERVFQIYEQHADTVGIDAVLQPSAVSPSVADMLEWLQDIERHYRKSYLKRKYLLSSIQWGDLANIQALPKAWDRISKDEHQDLVQDILLNVSFFLEE. Result: 0 (no interaction). (2) The miRNA is hsa-miR-6837-3p with sequence CCUUCACUGUGACUCUGCUGCAG. The protein sequence of the target gene is MSAHLQWMVVRNCSSFLIKRNKQTYSTEPNNLKARNSFRYNGLIHRKTVGVEPAADGKGVVVVIKRRSGQRKPATSYVRTTINKNARATLSSIRHMIRKNKYRPDLRMAAIRRASAILRSQKPVMVKRKRTRPTKSS. Result: 0 (no interaction). (3) The miRNA is hsa-miR-4512 with sequence CAGGGCCUCACUGUAUCGCCCA. The protein sequence of the target gene is MEAVLNELVSVEDLLKFEKKFQSEKAAGSVSKSTQFEYAWCLVRSKYNDDIRKGIVLLEELLPKGSKEEQRDYVFYLAVGNYRLKEYEKALKYVRGLLQTEPQNNQAKELERLIDKAMKKDGLVGMAIVGGMALGVAGLAGLIGLAVSKSKS. Result: 0 (no interaction). (4) The miRNA is hsa-miR-378h with sequence ACUGGACUUGGUGUCAGAUGG. The protein sequence of the target gene is MPGPLGLLCFLALGLLGSAGPSGAAPPLCAAPCSCDGDRRVDCSGKGLTAVPEGLSAFTQALDISMNNITQLPEDAFKNFPFLEELQLAGNDLSFIHPKALSGLKELKVLTLQNNQLKTVPSEAIRGLSALQSLRLDANHITSVPEDSFEGLVQLRHLWLDDNSLTEVPVHPLSNLPTLQALTLALNKISSIPDFAFTNLSSLVVLHLHNNKIRSLSQHCFDGLDNLETLDLNYNNLGEFPQAIKALPSLKELGFHSNSISVIPDGAFDGNPLLRTIHLYDNPLSFVGNSAFHNLSDLHS.... Result: 0 (no interaction). (5) The miRNA is mmu-miR-329-3p with sequence AACACACCCAGCUAACCUUUUU. The protein sequence of the target gene is MGMLRAGLCPGLTEETVQLLRGRKIKTVADLAAADLEEVAQKCGLSYKALVALRRVLLAQFSAFPLNGADLYEELKTSTAILSTGIGSLDKLLDAGLYTGEVTEIVGGPGSGKTQVCLCVAANVAHSLQQNVLYVDSNGGMTASRLLQLLQARTQDEEKQASALQRIQVVRSFDIFRMLDMLQDLRGTIAQQEATSSGAVKVVIVDSVTAVVAPLLGGQQREGLALMMQLARELKILARDLGVAVVVTNHLTRDWDGRRFKPALGRSWSFVPSTRILLDVTEGAGTLGSSQRTVCLTKSP.... Result: 1 (interaction). (6) The miRNA is mmu-miR-5130 with sequence CUGGAGCGCGCGGGCGAGGCAGGC. The protein sequence of the target gene is MAGPRGALLAWCRRQCEGYRGVEIRDLSSSFRDGLAFCAILHRHRPDLLDFDSLSKDNVFENNRLAFEVAEKELGIPALLDPNDMVSMSVPDCLSIMTYVSQYYNHFCSPGQAGVSPPRKGLAPCSPPSVAPTPVEPEDVAQGEELSSGSLSEQGTGQTPSSTCAACQQHVHLVQRYLADGRLYHRHCFRCRRCSSTLLPGAYENGPEEGTFVCAEHCARLGPGTRSGTRPGPFSQPKQQHQQQLAEDAKDVPGGGPSSSAPAGAEADGPKASPEARPQIPTKPRVPGKLQELASPPAGR.... Result: 0 (no interaction). (7) The miRNA is hsa-miR-1287-5p with sequence UGCUGGAUCAGUGGUUCGAGUC. The protein sequence of the target gene is MAEASRWHRGGASKHKLHYRKEVEITTTLQELLLYFIFLINLCILTFGMVNPHMYYLNKVMSSLFLDTSVPGEERTNFKSIRSITDFWKFMEGPLLEGLYWDSWYNNQQLYNLKNSSRIYYENILLGVPRVRQLKVRNNTCKVYSSFQSLMSECYGKYTSANEDLSNFGLQINTEWRYSTSNTNSPWHWGFLGVYRNGGYIFTLSKSKSETKNKFIDLRLNSWITRGTRVIFIDFSLYNANVNLFCIIRLVAEFPATGGILTSWQFYSVKLLRYVSYYDYFIASCEITFCIFLFVFTTQE.... Result: 0 (no interaction). (8) The miRNA is hsa-miR-6072 with sequence UCCUCAUCACACUGCACCUUAG. The protein sequence of the target gene is MKSSGPVERLLRALGRRDSSRAASRPRKAEPHSFREKVFRKKPPVCAVCKVTIDGTGVSCRVCKVATHRKCEAKVTSACQALPPVELRRNTAPVRRIEHLGSTKSLNHSKQRSTLPRSFSLDPLMERRWDLDLTYVTERILAAAFPARPDEQRHRGHLRELAHVLQSKHRDKYLLFNLSEKRHDLTRLNPKVQDFGWPELHAPPLDKLCSICKAMETWLSADPQHVVVLYCKGNKGKLGVIVSAYMHYSKISAGADQALATLTMRKFCEDKVATELQPSQRRYISYFSGLLSGSIRMNSS.... Result: 0 (no interaction). (9) The miRNA is hsa-miR-6853-5p with sequence AGCGUGGGAUGUCCAUGAAGUCAG. The protein sequence of the target gene is MVEADHPGKLFIGGLNRETNEKMLKAVFGKHGPISEVLLIKDRTSKSRGFAFITFENPADAKNAAKDMNGKSLHGKAIKVEQAKKPSFQSGGRRRPPASSRNRSPSGSLRSARGSRGGTRGWLPSQEGHLDDGGYTPDLKMSYSRGLIPVKRGPSSRSGGPPPKKSAPSAVARSNSWMGSQGPMSQRRENYGVPPRRATISSWRNDRMSTRHDGYATNDGNHPSCQETRDYAPPSRGYAYRDNGHSNRDEHSSRGYRNHRSSRETRDYAPPSRGHAYRDYGHSRRDESYSRGYRNRRSSR.... Result: 0 (no interaction). (10) The miRNA is mmu-miR-185-5p with sequence UGGAGAGAAAGGCAGUUCCUGA. The protein sequence of the target gene is MALLGRAFFAGVSRLPCDPGPQRFFSFGTKTLYQSKDAPQSKFFQPVLKPMLPPDAFQGKVAFITGGGTGLGKAMTTFLSTLGAQCVIASRNIDVLKATAEEISSKTGNKVHAIRCDVRDPDMVHNTVLELIKVAGHPDVVINNAAGNFISPSERLTPNGWKTITDIVLNGTAYVTLEIGKQLIKAQKGAAFLAITTIYAESGSGFVMPSSSAKSGVEAMNKSLAAEWGRYGMRFNIIQPGPIKTKGAFSRLDPTGRFEKEMIDRIPCGRLGTMEELANLATFLCSDYASWINGAVIRFD.... Result: 0 (no interaction).